This data is from Catalyst prediction with 721,799 reactions and 888 catalyst types from USPTO. The task is: Predict which catalyst facilitates the given reaction. (1) Reactant: [Cl:1][C:2]1[C:3]([O:12][C:13]2[CH:18]=[CH:17][C:16]([Cl:19])=[C:15]([C:20]([F:23])([F:22])[F:21])[CH:14]=2)=[CH:4][C:5]([F:11])=[C:6]([CH:10]=1)[C:7](O)=[O:8].C(N1C=CN=C1)(N1C=CN=C1)=O.[CH3:36][N:37]([CH3:42])[S:38]([NH2:41])(=[O:40])=[O:39].N12CCCN=C1CCCCC2. Product: [Cl:1][C:2]1[C:3]([O:12][C:13]2[CH:18]=[CH:17][C:16]([Cl:19])=[C:15]([C:20]([F:23])([F:22])[F:21])[CH:14]=2)=[CH:4][C:5]([F:11])=[C:6]([CH:10]=1)[C:7]([NH:41][S:38](=[O:40])(=[O:39])[N:37]([CH3:42])[CH3:36])=[O:8]. The catalyst class is: 217. (2) Reactant: [Li+].[BH4-].[CH:3]1([C@H:6]2[N:10]([C:11]([O:13][C:14]([CH3:17])([CH3:16])[CH3:15])=[O:12])[CH:9]([C:18](OC)=[O:19])[C:8](=[O:22])[CH2:7]2)[CH2:5][CH2:4]1. Product: [CH:3]1([C@H:6]2[N:10]([C:11]([O:13][C:14]([CH3:15])([CH3:16])[CH3:17])=[O:12])[CH:9]([CH2:18][OH:19])[CH:8]([OH:22])[CH2:7]2)[CH2:4][CH2:5]1. The catalyst class is: 49.